This data is from Full USPTO retrosynthesis dataset with 1.9M reactions from patents (1976-2016). The task is: Predict the reactants needed to synthesize the given product. (1) Given the product [F:40][C:9]([F:8])([F:41])[C:10]1[CH:17]=[CH:16][C:13]([CH2:14][NH:15][S:5]([C:2]([CH3:4])([CH3:3])[CH3:1])=[O:6])=[CH:12][C:11]=1[NH:18][C:19]1[N:23]([CH3:24])[C:22]2[CH:25]=[C:26]([N:30]3[CH2:35][CH2:34][CH:33]([C:36]([F:38])([F:39])[F:37])[CH2:32][CH2:31]3)[C:27]([Cl:29])=[CH:28][C:21]=2[N:20]=1, predict the reactants needed to synthesize it. The reactants are: [CH3:1][C:2]([S:5](Cl)=[O:6])([CH3:4])[CH3:3].[F:8][C:9]([F:41])([F:40])[C:10]1[CH:17]=[CH:16][C:13]([CH2:14][NH2:15])=[CH:12][C:11]=1[NH:18][C:19]1[N:23]([CH3:24])[C:22]2[CH:25]=[C:26]([N:30]3[CH2:35][CH2:34][CH:33]([C:36]([F:39])([F:38])[F:37])[CH2:32][CH2:31]3)[C:27]([Cl:29])=[CH:28][C:21]=2[N:20]=1. (2) Given the product [CH3:22][O:23][N:24]=[C:12]([C@@H:10]1[CH2:11][C@H:9]1[C:3]1[C:4]([F:8])=[CH:5][CH:6]=[CH:7][C:2]=1[Cl:1])[CH3:13], predict the reactants needed to synthesize it. The reactants are: [Cl:1][C:2]1[CH:7]=[CH:6][CH:5]=[C:4]([F:8])[C:3]=1[C@@H:9]1[CH2:11][C@H:10]1[C:12](=O)[CH3:13].N1C=CC=CC=1.Cl.[CH3:22][O:23][NH2:24]. (3) Given the product [CH3:1][O:2][C:3](=[O:12])[C:4]1[CH:9]=[CH:8][C:7]([C:13]#[N:14])=[CH:6][C:5]=1[CH3:11], predict the reactants needed to synthesize it. The reactants are: [CH3:1][O:2][C:3](=[O:12])[C:4]1[CH:9]=[CH:8][C:7](Br)=[CH:6][C:5]=1[CH3:11].[C:13]([Cu])#[N:14].